Dataset: Reaction yield outcomes from USPTO patents with 853,638 reactions. Task: Predict the reaction yield, written as a fraction of the theoretical maximum amount of product (1.0 means a 100% yield; for example, 0.34 means a 34% yield). (1) The reactants are C[O:2][C:3](=[O:15])[CH2:4][C:5]1[CH:10]=[C:9]([N+:11]([O-:13])=[O:12])[CH:8]=[C:7]([Cl:14])[CH:6]=1.[OH-].[Na+]. The catalyst is CO.O. The product is [Cl:14][C:7]1[CH:6]=[C:5]([CH2:4][C:3]([OH:15])=[O:2])[CH:10]=[C:9]([N+:11]([O-:13])=[O:12])[CH:8]=1. The yield is 0.940. (2) The reactants are Cl[C:2]1[C:7]([CH3:8])=[CH:6][C:5]([OH:9])=[CH:4][C:3]=1[CH3:10].[CH:11]1[C:24]2[S:23][C:22]3[C:17](=[CH:18][CH:19]=[CH:20][CH:21]=3)[O:16][C:15]=2[C:14](B(O)O)=[CH:13][CH:12]=1.C([O-])([O-])=O.[K+].[K+]. The catalyst is CC([O-])=O.CC([O-])=O.[Pd+2].C1(P(C2CCCCC2)C2C=CC=CC=2C2C(OC)=CC=C(S([O-])(=O)=O)C=2OC)CCCCC1.[Na+].O. The product is [CH3:10][C:3]1[CH:4]=[C:5]([OH:9])[CH:6]=[C:7]([CH3:8])[C:2]=1[C:14]1[C:15]2[O:16][C:17]3[C:22](=[CH:21][CH:20]=[CH:19][CH:18]=3)[S:23][C:24]=2[CH:11]=[CH:12][CH:13]=1. The yield is 0.850. (3) The reactants are Br[C:2]1[N:7]=[C:6]([C:8]([NH:10][C:11]2[CH:12]=[N:13][CH:14]=[CH:15][C:16]=2[C@@H:17]2[O:22][C@H:21]([CH3:23])[C@:20]([OH:25])([CH3:24])[C@H:19]([NH:26][C:27](=[O:33])[O:28][C:29]([CH3:32])([CH3:31])[CH3:30])[CH2:18]2)=[O:9])[CH:5]=[CH:4][C:3]=1[F:34].[F:35][C:36]1[CH:37]=[C:38]([NH:52][C:53](=[O:57])[CH:54]([CH3:56])[CH3:55])[CH:39]=[C:40]([F:51])[C:41]=1B1OC(C)(C)C(C)(C)O1. No catalyst specified. The product is [F:35][C:36]1[CH:37]=[C:38]([NH:52][C:53](=[O:57])[CH:54]([CH3:55])[CH3:56])[CH:39]=[C:40]([F:51])[C:41]=1[C:2]1[N:7]=[C:6]([C:8]([NH:10][C:11]2[CH:12]=[N:13][CH:14]=[CH:15][C:16]=2[C@@H:17]2[O:22][C@H:21]([CH3:23])[C@:20]([OH:25])([CH3:24])[C@H:19]([NH:26][C:27](=[O:33])[O:28][C:29]([CH3:31])([CH3:32])[CH3:30])[CH2:18]2)=[O:9])[CH:5]=[CH:4][C:3]=1[F:34]. The yield is 1.00. (4) The reactants are [C:1]1([CH3:13])[CH:6]=[CH:5][C:4]([C:7]2[CH:12]=[CH:11][CH:10]=[CH:9][N:8]=2)=[CH:3][CH:2]=1.[Br:14]N1C(=O)CCC1=O. The catalyst is C(OOC(=O)C1C=CC=CC=1)(=O)C1C=CC=CC=1.C(Cl)(Cl)(Cl)Cl. The product is [Br:14][CH2:13][C:1]1[CH:6]=[CH:5][C:4]([C:7]2[CH:12]=[CH:11][CH:10]=[CH:9][N:8]=2)=[CH:3][CH:2]=1. The yield is 0.642. (5) The reactants are [Li]CCCC.Br[C:7]1[CH:12]=[CH:11][C:10]([CH:13]2[CH2:17][CH2:16][CH2:15][N:14]2[CH3:18])=[CH:9][N:8]=1.CN([CH:22]=[O:23])C.[BH4-].[Na+].[NH4+].[Cl-]. The catalyst is C1COCC1.CO. The product is [CH3:18][N:14]1[CH2:15][CH2:16][CH2:17][CH:13]1[C:10]1[CH:11]=[CH:12][C:7]([CH2:22][OH:23])=[N:8][CH:9]=1. The yield is 0.260. (6) The reactants are [C:1]([C:3]1[C:8]2=[N:9][C:10]3[CH:15]=[CH:14][CH:13]=[CH:12][C:11]=3[N:7]2[C:6]([N:16]2[CH2:20][CH2:19][C@@H:18](CNCC(OCC)=O)[CH2:17]2)=[C:5]([C:29]2[CH:34]=[CH:33][CH:32]=[CH:31][CH:30]=2)[C:4]=1[CH3:35])#[N:2].Cl.Cl.[C:38]([O:42][C:43]([NH:45][CH2:46][CH2:47][N:48](C)[C@H:49]1CCNC1)=[O:44])([CH3:41])([CH3:40])[CH3:39].C(N(CC)CC)C.ClC1N2C(=NC3C=CC=CC=32)C(C#N)=C(C)C=1C1C=CC=CC=1. The catalyst is CN(C)C=O. The product is [C:38]([O:42][C:43]([NH:45][CH2:46][CH2:47][N:48]([CH3:49])[C@H:18]1[CH2:19][CH2:20][N:16]([C:6]2[N:7]3[C:8](=[N:9][C:10]4[CH:15]=[CH:14][CH:13]=[CH:12][C:11]=43)[C:3]([C:1]#[N:2])=[C:4]([CH3:35])[C:5]=2[C:29]2[CH:30]=[CH:31][CH:32]=[CH:33][CH:34]=2)[CH2:17]1)=[O:44])([CH3:41])([CH3:40])[CH3:39]. The yield is 0.410. (7) The reactants are [OH2:1].[O-2:2].[O-2].[O-2].O=[Si]=O.O=[Si]=O.O=[Si]=O.O=[Si]=O.[Al+3].[Al+3].O.OOS([O-])=O.[K+].[Cl:26][C:27]1[CH:36]=[CH:35][CH:34]=[C:33]2[C:28]=1[N:29]=[C:30]([C:50]1[CH:55]=[CH:54][CH:53]=[CH:52][C:51]=1[S:56][CH3:57])[C:31]([C@@H:37]([N:39]1[C:47](=[O:48])[C:46]3[C:41](=[CH:42][CH:43]=[CH:44][CH:45]=3)[C:40]1=[O:49])[CH3:38])=[N:32]2. The catalyst is C(Cl)Cl. The product is [Cl:26][C:27]1[CH:36]=[CH:35][CH:34]=[C:33]2[C:28]=1[N:29]=[C:30]([C:50]1[CH:55]=[CH:54][CH:53]=[CH:52][C:51]=1[S:56]([CH3:57])(=[O:2])=[O:1])[C:31]([C@@H:37]([N:39]1[C:40](=[O:49])[C:41]3[C:46](=[CH:45][CH:44]=[CH:43][CH:42]=3)[C:47]1=[O:48])[CH3:38])=[N:32]2. The yield is 0.820.